This data is from Reaction yield outcomes from USPTO patents with 853,638 reactions. The task is: Predict the reaction yield, written as a fraction of the theoretical maximum amount of product (1.0 means a 100% yield; for example, 0.34 means a 34% yield). (1) The reactants are [C:1]([C:5]1[CH:9]=[C:8]([NH2:10])[N:7]([C:11]2[CH:16]=[CH:15][C:14]([CH3:17])=[CH:13][CH:12]=2)[N:6]=1)([CH3:4])([CH3:3])[CH3:2].C1N=CN([C:23](N2C=NC=C2)=[O:24])C=1.[NH2:30][C:31]1[C:40]2[C:35](=[CH:36][CH:37]=[CH:38][CH:39]=2)[C:34]([O:41][CH:42]([CH3:58])[CH2:43][C:44]2[CH:49]=[CH:48][N:47]=[C:46]([NH:50][C:51](=[O:57])[O:52][C:53]([CH3:56])([CH3:55])[CH3:54])[CH:45]=2)=[CH:33][CH:32]=1. The product is [C:1]([C:5]1[CH:9]=[C:8]([NH:10][C:23](=[O:24])[NH:30][C:31]2[C:40]3[C:35](=[CH:36][CH:37]=[CH:38][CH:39]=3)[C:34]([O:41][CH:42]([CH3:58])[CH2:43][C:44]3[CH:49]=[CH:48][N:47]=[C:46]([NH:50][C:51](=[O:57])[O:52][C:53]([CH3:54])([CH3:56])[CH3:55])[CH:45]=3)=[CH:33][CH:32]=2)[N:7]([C:11]2[CH:12]=[CH:13][C:14]([CH3:17])=[CH:15][CH:16]=2)[N:6]=1)([CH3:4])([CH3:3])[CH3:2]. The yield is 0.400. The catalyst is C(Cl)Cl. (2) The reactants are [CH:1]1[CH:2]=[CH:3][C:4]([C:7]2[N:8]=[C:9](Cl)[CH:10]=[C:11]([Cl:13])[N:12]=2)=[CH:5][CH:6]=1.[NH2:15][C:16]1[CH:20]=[C:19]([CH3:21])[NH:18][N:17]=1.C(N(CC)C(C)C)(C)C.[I-].[Na+]. The catalyst is C(O)CCC. The product is [Cl:13][C:11]1[N:12]=[C:7]([C:4]2[CH:5]=[CH:6][CH:1]=[CH:2][CH:3]=2)[N:8]=[C:9]([NH:15][C:16]2[NH:17][N:18]=[C:19]([CH3:21])[CH:20]=2)[CH:10]=1. The yield is 0.290. (3) The reactants are [CH3:1][C:2]([CH3:29])([CH3:28])[C@H:3]([N:11]1[CH2:15][CH2:14][N:13]([CH2:16][C:17]2[CH:22]=[CH:21][CH:20]=[C:19]([CH3:23])[C:18]=2[N+:24]([O-:26])=[O:25])[C:12]1=[O:27])[C:4]([O:6]C(C)(C)C)=[O:5].FC(F)(F)C(O)=O. The catalyst is ClCCl. The product is [CH3:1][C:2]([CH3:29])([CH3:28])[C@H:3]([N:11]1[CH2:15][CH2:14][N:13]([CH2:16][C:17]2[CH:22]=[CH:21][CH:20]=[C:19]([CH3:23])[C:18]=2[N+:24]([O-:26])=[O:25])[C:12]1=[O:27])[C:4]([OH:6])=[O:5]. The yield is 0.770.